From a dataset of Peptide-MHC class II binding affinity with 134,281 pairs from IEDB. Regression. Given a peptide amino acid sequence and an MHC pseudo amino acid sequence, predict their binding affinity value. This is MHC class II binding data. (1) The peptide sequence is TQGLLGALLLWMGIN. The MHC is DRB1_0404 with pseudo-sequence DRB1_0404. The binding affinity (normalized) is 0.0717. (2) The peptide sequence is EWATPFPHRKGVLFN. The MHC is HLA-DQA10501-DQB10301 with pseudo-sequence HLA-DQA10501-DQB10301. The binding affinity (normalized) is 0.276. (3) The peptide sequence is LLMRRMRRPTGKVTL. The MHC is HLA-DQA10501-DQB10303 with pseudo-sequence HLA-DQA10501-DQB10303. The binding affinity (normalized) is 0.284. (4) The MHC is HLA-DQA10501-DQB10201 with pseudo-sequence HLA-DQA10501-DQB10201. The binding affinity (normalized) is 0.277. The peptide sequence is EKKYFAATQFEPLAT. (5) The peptide sequence is APGAAAAPLSWSKDI. The MHC is DRB1_0401 with pseudo-sequence DRB1_0401. The binding affinity (normalized) is 0.224. (6) The peptide sequence is KVERQWIPSVCFSTL. The MHC is HLA-DQA10501-DQB10402 with pseudo-sequence HLA-DQA10501-DQB10402. The binding affinity (normalized) is 0.421. (7) The peptide sequence is ETAYFILKLAGRWPVKVI. The MHC is H-2-IAd with pseudo-sequence H-2-IAd. The binding affinity (normalized) is 0.367. (8) The peptide sequence is TDDNEEPIAPYHFDLSGHAF. The MHC is HLA-DQA10501-DQB10201 with pseudo-sequence HLA-DQA10501-DQB10201. The binding affinity (normalized) is 0.194. (9) The peptide sequence is QLSRKTFDTEYQKTK. The MHC is DRB3_0101 with pseudo-sequence DRB3_0101. The binding affinity (normalized) is 0.0916. (10) The binding affinity (normalized) is 0.238. The MHC is DRB4_0101 with pseudo-sequence DRB4_0103. The peptide sequence is GEVLNALAYDVPIPG.